Task: Predict the reaction yield, written as a fraction of the theoretical maximum amount of product (1.0 means a 100% yield; for example, 0.34 means a 34% yield).. Dataset: Reaction yield outcomes from USPTO patents with 853,638 reactions (1) The product is [Cl:32][C:12]1[C:13]([C:28]#[N:29])=[CH:14][N:15]=[CH:16][C:11]=1[C:7]1[CH:8]=[CH:9][CH:10]=[C:5]([O:4][CH2:3][CH2:2][Cl:1])[CH:6]=1. The catalyst is O=P(Cl)(Cl)Cl. The yield is 0.750. The reactants are [Cl:1][CH2:2][CH2:3][O:4][C:5]1[CH:6]=[C:7]([C:11]2[C:12](=O)[C:13]([C:28]#[N:29])=[CH:14][N:15](CC3C=CC(OC)=C(OC)C=3)[CH:16]=2)[CH:8]=[CH:9][CH:10]=1.[Li+].[Cl-:32]. (2) The reactants are C([O:4][CH2:5][CH2:6][CH:7]([CH3:15])[CH2:8][C:9]1[CH2:14][CH2:13][CH2:12][CH2:11][CH:10]=1)(=O)C.[OH-].[Na+]. The catalyst is O. The product is [C:9]1([CH2:8][CH:7]([CH3:15])[CH2:6][CH2:5][OH:4])[CH2:14][CH2:13][CH2:12][CH2:11][CH:10]=1. The yield is 0.930. (3) The reactants are Cl[C:2]1[C:7]([N+:8]([O-:10])=[O:9])=[CH:6][CH:5]=[C:4]([O:11][CH3:12])[N:3]=1.O1CCOCC1.[NH:19]([CH2:23][CH2:24][OH:25])[CH2:20][CH2:21][OH:22]. The catalyst is O. The product is [OH:22][CH2:21][CH2:20][N:19]([C:2]1[C:7]([N+:8]([O-:10])=[O:9])=[CH:6][CH:5]=[C:4]([O:11][CH3:12])[N:3]=1)[CH2:23][CH2:24][OH:25]. The yield is 0.740. (4) The reactants are Cl[C:2]1[N:7]=[N:6][C:5]([N:8]2[CH2:13][CH2:12][CH2:11][CH2:10][CH2:9]2)=[C:4]2[O:14][CH2:15][CH2:16][O:17][C:3]=12.[F:18][C:19]([F:32])([F:31])[O:20][C:21]1[CH:22]=[C:23]([CH:28]=[CH:29][CH:30]=1)[C:24]([NH:26][NH2:27])=O.CCOC(C)=O.C([O-])(O)=O.[Na+]. The product is [N:8]1([C:5]2[C:4]3[O:14][CH2:15][CH2:16][O:17][C:3]=3[C:2]3=[N:27][N:26]=[C:24]([C:23]4[CH:28]=[CH:29][CH:30]=[C:21]([O:20][C:19]([F:18])([F:32])[F:31])[CH:22]=4)[N:7]3[N:6]=2)[CH2:13][CH2:12][CH2:11][CH2:10][CH2:9]1. The catalyst is CCCCO. The yield is 0.340. (5) The reactants are [O:1]([C:8]1[CH:9]=[C:10]([CH:12]=[CH:13][CH:14]=1)[NH2:11])[C:2]1[CH:7]=[CH:6][CH:5]=[CH:4][CH:3]=1.[F:15][C:16]([F:21])([F:20])[CH:17]1[O:19][CH2:18]1. No catalyst specified. The product is [O:1]([C:8]1[CH:9]=[C:10]([NH:11][CH2:18][CH:17]([OH:19])[C:16]([F:21])([F:20])[F:15])[CH:12]=[CH:13][CH:14]=1)[C:2]1[CH:3]=[CH:4][CH:5]=[CH:6][CH:7]=1. The yield is 0.710. (6) The reactants are [Li][CH2:2][CH2:3][CH2:4][CH3:5].C[O:7][B:8]([O:11]C)OC.Cl.C(O[CH2:17][CH3:18])C. No catalyst specified. The product is [C:5]1([B:8]([OH:11])[OH:7])[C:18]2[CH:17]=[CH:5][C:4]3[C:3](=[CH:4][CH:5]=[CH:2][CH:3]=3)[C:2]=2[CH:2]=[CH:3][CH:4]=1. The yield is 0.870. (7) The reactants are [CH2:1]([S:3]([C:6]1[CH:7]=[C:8]([C:12]2[CH:20]=[C:19]([NH2:21])[C:18]([O:22][CH3:23])=[C:17]3[C:13]=2[C:14]2[CH:27]=[C:26]([CH3:28])[CH:25]=[N:24][C:15]=2[NH:16]3)[CH:9]=[CH:10][CH:11]=1)(=[O:5])=[O:4])[CH3:2].[CH3:29][N:30]([CH3:36])[CH2:31][CH2:32][C:33](Cl)=[O:34]. The catalyst is N1C=CC=CC=1. The product is [CH3:29][N:30]([CH3:36])[CH2:31][CH2:32][C:33]([NH:21][C:19]1[C:18]([O:22][CH3:23])=[C:17]2[C:13]([C:14]3[CH:27]=[C:26]([CH3:28])[CH:25]=[N:24][C:15]=3[NH:16]2)=[C:12]([C:8]2[CH:9]=[CH:10][CH:11]=[C:6]([S:3]([CH2:1][CH3:2])(=[O:5])=[O:4])[CH:7]=2)[CH:20]=1)=[O:34]. The yield is 0.550. (8) The reactants are CO[C:3]([C:5]1[CH:10]=[N:9][C:8]([NH:11][CH2:12][C:13]2[C:14]([C:19]3[CH:24]=[CH:23][CH:22]=[CH:21][CH:20]=3)=[N:15][O:16][C:17]=2[CH3:18])=[CH:7][N:6]=1)=[O:4].[NH2:25][CH:26]1[CH2:31][CH2:30][O:29][CH2:28][CH2:27]1. No catalyst specified. The product is [O:29]1[CH2:30][CH2:31][CH:26]([NH:25][C:3]([C:5]2[CH:10]=[N:9][C:8]([NH:11][CH2:12][C:13]3[C:14]([C:19]4[CH:20]=[CH:21][CH:22]=[CH:23][CH:24]=4)=[N:15][O:16][C:17]=3[CH3:18])=[CH:7][N:6]=2)=[O:4])[CH2:27][CH2:28]1. The yield is 0.810. (9) The reactants are [C:1]([C:3]1[CH:10]=[CH:9][C:6]([C:7]#[N:8])=[CH:5][CH:4]=1)#[CH:2].[Cl:11][C:12]1[CH:17]=[CH:16][C:15](I)=[CH:14][CH:13]=1.N1CCC[C@H]1C(O)=O.O=C1O[C@H]([C@H](CO)O)C(O)=C1O.[N-:39]=[N+:40]=[N-:41].[Na+].[O-]S([O-])(=O)=O.[Na+].[Na+]. The catalyst is CS(C)=O.O.[O-]S([O-])(=O)=O.[Cu+2]. The product is [Cl:11][C:12]1[CH:17]=[CH:16][C:15]([N:39]2[CH:2]=[C:1]([C:3]3[CH:10]=[CH:9][C:6]([C:7]#[N:8])=[CH:5][CH:4]=3)[N:41]=[N:40]2)=[CH:14][CH:13]=1. The yield is 0.480. (10) The reactants are [CH:1]1([NH:4][C:5]2[CH:10]=[CH:9][N:8]=[C:7]([NH2:11])[CH:6]=2)[CH2:3][CH2:2]1.Br[CH2:13][C:14]([C:16]1[CH:21]=[CH:20][C:19]([OH:22])=[CH:18][CH:17]=1)=O. No catalyst specified. The product is [CH:1]1([NH:4][C:5]2[CH:10]=[CH:9][N:8]3[CH:13]=[C:14]([C:16]4[CH:21]=[CH:20][C:19]([OH:22])=[CH:18][CH:17]=4)[N:11]=[C:7]3[CH:6]=2)[CH2:3][CH2:2]1. The yield is 0.770.